Dataset: Catalyst prediction with 721,799 reactions and 888 catalyst types from USPTO. Task: Predict which catalyst facilitates the given reaction. (1) Reactant: Br[CH2:2][C:3]1[C:8]([CH3:9])=[C:7]([CH3:10])[C:6]([CH3:11])=[CH:5][N:4]=1.[Br:12][C:13]1[N:21]=[C:20]([NH2:22])[N:19]=[C:18]2[C:14]=1[N:15]=[CH:16][NH:17]2.C([O-])([O-])=O.[K+].[K+]. Product: [Br:12][C:13]1[N:21]=[C:20]([NH2:22])[N:19]=[C:18]2[C:14]=1[N:15]=[CH:16][N:17]2[CH2:2][C:3]1[C:8]([CH3:9])=[C:7]([CH3:10])[C:6]([CH3:11])=[CH:5][N:4]=1. The catalyst class is: 3. (2) Reactant: [Br:1][C:2]1[CH:3]=[C:4]([CH2:8][NH:9][C:10]([C@@H:12]2[CH2:16][C@@H:15]([F:17])[CH2:14][NH:13]2)=[O:11])[CH:5]=[N:6][CH:7]=1.CCN(CC)CC.[F:25][C:26]1[CH:31]=[CH:30][C:29]([S:32](Cl)(=[O:34])=[O:33])=[CH:28][CH:27]=1. Product: [Br:1][C:2]1[CH:3]=[C:4]([CH2:8][NH:9][C:10]([C@@H:12]2[CH2:16][C@@H:15]([F:17])[CH2:14][N:13]2[S:32]([C:29]2[CH:30]=[CH:31][C:26]([F:25])=[CH:27][CH:28]=2)(=[O:34])=[O:33])=[O:11])[CH:5]=[N:6][CH:7]=1. The catalyst class is: 2. (3) Reactant: [Br:1][C:2]1[C:3]([CH3:12])=[C:4]([C:8]([O:10][CH3:11])=[O:9])[S:5][C:6]=1Br.C(=O)([O-])[O-].[K+].[K+].[C:19]1([SH:25])[CH:24]=[CH:23][CH:22]=[CH:21][CH:20]=1.O. Product: [Br:1][C:2]1[C:3]([CH3:12])=[C:4]([C:8]([O:10][CH3:11])=[O:9])[S:5][C:6]=1[S:25][C:19]1[CH:24]=[CH:23][CH:22]=[CH:21][CH:20]=1. The catalyst class is: 9. (4) Reactant: [CH2:1]=O.[C@H:3]12[CH2:9][C@H:6]([NH:7][CH2:8]1)[CH2:5][O:4]2.C[Si]([N:14]=[N+:15]=[N-:16])(C)C.[N+:17]([C:19]1[CH:26]=[CH:25][C:22]([C:23]#[N:24])=[C:21]([C:27]([F:30])([F:29])[F:28])[CH:20]=1)#[C-:18]. Product: [C@H:3]12[CH2:9][C@H:6]([N:7]([CH2:1][C:18]3[N:17]([C:19]4[CH:26]=[CH:25][C:22]([C:23]#[N:24])=[C:21]([C:27]([F:28])([F:29])[F:30])[CH:20]=4)[N:16]=[N:15][N:14]=3)[CH2:8]1)[CH2:5][O:4]2. The catalyst class is: 5. (5) The catalyst class is: 4. Product: [Cl:1][C:2]1[CH:3]=[CH:4][CH:5]=[C:6]2[C:11]=1[N:10]=[CH:9][C:8]([S:12]([N:16]1[C:24]3[C:19](=[CH:20][CH:21]=[CH:22][CH:23]=3)[CH2:18][CH2:17]1)(=[O:14])=[O:13])=[CH:7]2. Reactant: [Cl:1][C:2]1[CH:3]=[CH:4][CH:5]=[C:6]2[C:11]=1[N:10]=[CH:9][C:8]([S:12](Cl)(=[O:14])=[O:13])=[CH:7]2.[NH:16]1[C:24]2[C:19](=[CH:20][CH:21]=[CH:22][CH:23]=2)[CH2:18][CH2:17]1.C(N(CC)CC)C. (6) Reactant: [Br:1][C:2]1[N:3]=[CH:4][S:5][C:6]=1[C@@H:7]([NH2:21])[C@H:8]([C:13]1[CH:18]=[CH:17][CH:16]=[C:15]([F:19])[C:14]=1[F:20])[CH2:9][CH2:10][CH:11]=[CH2:12].[CH3:22][C:23]([O:26][C:27](O[C:27]([O:26][C:23]([CH3:25])([CH3:24])[CH3:22])=[O:28])=[O:28])([CH3:25])[CH3:24]. Product: [Br:1][C:2]1[N:3]=[CH:4][S:5][C:6]=1[C@@H:7]([NH:21][C:27](=[O:28])[O:26][C:23]([CH3:25])([CH3:24])[CH3:22])[C@H:8]([C:13]1[CH:18]=[CH:17][CH:16]=[C:15]([F:19])[C:14]=1[F:20])[CH2:9][CH2:10][CH:11]=[CH2:12]. The catalyst class is: 2. (7) Reactant: C[Si]([C:5]#[C:6][C:7]1[CH:12]=[CH:11][CH:10]=[CH:9][C:8]=1[C:13]1([C:16]([NH2:18])=[O:17])[CH2:15][CH2:14]1)(C)C.C(O)(=O)C.CCCC[N+](CCCC)(CCCC)CCCC.[F-].C1COCC1. Product: [C:6]([C:7]1[CH:12]=[CH:11][CH:10]=[CH:9][C:8]=1[C:13]1([C:16]([NH2:18])=[O:17])[CH2:15][CH2:14]1)#[CH:5]. The catalyst class is: 34. (8) Reactant: [NH2:1][C:2]1[CH:3]=[C:4]([CH:7]=[C:8]([CH:11]2[CH2:14][NH:13][CH2:12]2)[C:9]=1[Cl:10])[C:5]#[N:6].CCN(CC)CC.[C:22](O[C:22]([O:24][C:25]([CH3:28])([CH3:27])[CH3:26])=[O:23])([O:24][C:25]([CH3:28])([CH3:27])[CH3:26])=[O:23]. The catalyst class is: 2. Product: [NH2:1][C:2]1[C:9]([Cl:10])=[C:8]([CH:11]2[CH2:14][N:13]([C:22]([O:24][C:25]([CH3:28])([CH3:27])[CH3:26])=[O:23])[CH2:12]2)[CH:7]=[C:4]([C:5]#[N:6])[CH:3]=1.